The task is: Predict the reactants needed to synthesize the given product.. This data is from Full USPTO retrosynthesis dataset with 1.9M reactions from patents (1976-2016). (1) Given the product [CH2:1]([O:8][C:9]1[CH:14]=[CH:13][C:12]([C:19]#[C:20][CH2:21][CH2:22][CH2:23][CH2:24][CH2:25][CH3:26])=[CH:11][C:10]=1[N+:16]([O-:18])=[O:17])[C:2]1[CH:7]=[CH:6][CH:5]=[CH:4][CH:3]=1, predict the reactants needed to synthesize it. The reactants are: [CH2:1]([O:8][C:9]1[CH:14]=[CH:13][C:12](Br)=[CH:11][C:10]=1[N+:16]([O-:18])=[O:17])[C:2]1[CH:7]=[CH:6][CH:5]=[CH:4][CH:3]=1.[CH:19]#[C:20][CH2:21][CH2:22][CH2:23][CH2:24][CH2:25][CH3:26]. (2) Given the product [CH2:1]([O:3][C:4]([C:6]1[CH:7]=[C:8]2[C:13](=[CH:14][CH:15]=1)[NH:12][CH:11]([C:16]1[CH:17]=[C:18]([C:32]3[CH:33]=[CH:34][C:29]([O:28][CH:25]([CH3:27])[CH3:26])=[CH:30][CH:31]=3)[CH:19]=[CH:20][CH:21]=1)[C:10]([CH3:24])([CH3:23])[CH2:9]2)=[O:5])[CH3:2], predict the reactants needed to synthesize it. The reactants are: [CH2:1]([O:3][C:4]([C:6]1[CH:7]=[C:8]2[C:13](=[CH:14][CH:15]=1)[NH:12][CH:11]([C:16]1[CH:21]=[CH:20][CH:19]=[C:18](Br)[CH:17]=1)[C:10]([CH3:24])([CH3:23])[CH2:9]2)=[O:5])[CH3:2].[CH:25]([O:28][C:29]1[CH:34]=[CH:33][C:32](B(O)O)=[CH:31][CH:30]=1)([CH3:27])[CH3:26].C(=O)([O-])[O-].[Na+].[Na+].C(OCC)(=O)C. (3) Given the product [CH2:28]([O:30][C:31]1[CH:36]=[CH:35][CH:34]=[C:33]([F:37])[C:32]=1[C:14]1[N:15]=[C:11]([C:10]2[C:2]([CH3:1])=[N:3][N:4]3[CH:9]=[CH:8][CH:7]=[CH:6][C:5]=23)[S:12][C:13]=1[C:24]([O:26][CH3:27])=[O:25])[CH3:29], predict the reactants needed to synthesize it. The reactants are: [CH3:1][C:2]1[C:10]([C:11]2[S:12][C:13]([C:24]([O:26][CH3:27])=[O:25])=[C:14](OS(C(F)(F)F)(=O)=O)[N:15]=2)=[C:5]2[CH:6]=[CH:7][CH:8]=[CH:9][N:4]2[N:3]=1.[CH2:28]([O:30][C:31]1[CH:36]=[CH:35][CH:34]=[C:33]([F:37])[C:32]=1B(O)O)[CH3:29].C(=O)([O-])[O-].[Cs+].[Cs+].O. (4) The reactants are: [C:1]1([S:7]([NH2:10])(=[O:9])=[O:8])[CH:6]=[CH:5][CH:4]=[CH:3][CH:2]=1.[OH-].[Na+].[CH3:13][C:14]1[O:18][C:17]([CH2:19][CH2:20]O)=[CH:16][CH:15]=1.CC1C=CC(S([O-])(=O)=O)=CC=1. Given the product [CH3:13][C:14]1[O:18][C:17]([CH2:19][CH2:20][NH:10][S:7]([C:1]2[CH:6]=[CH:5][CH:4]=[CH:3][CH:2]=2)(=[O:9])=[O:8])=[CH:16][CH:15]=1, predict the reactants needed to synthesize it.